Predict which catalyst facilitates the given reaction. From a dataset of Catalyst prediction with 721,799 reactions and 888 catalyst types from USPTO. Product: [CH:21]1([N:20]2[C:14]3[CH:15]=[C:16]([F:19])[CH:17]=[CH:18][C:13]=3[N:12]=[C:10]2[C:6]2[CH:5]=[C:4]([C:1](=[O:3])[CH3:2])[CH:9]=[N:8][CH:7]=2)[CH2:23][CH2:22]1. The catalyst class is: 15. Reactant: [C:1]([C:4]1[CH:5]=[C:6]([C:10]([NH:12][C:13]2[CH:18]=[CH:17][C:16]([F:19])=[CH:15][C:14]=2[NH:20][CH:21]2[CH2:23][CH2:22]2)=O)[CH:7]=[N:8][CH:9]=1)(=[O:3])[CH3:2].